This data is from Experimentally validated miRNA-target interactions with 360,000+ pairs, plus equal number of negative samples. The task is: Binary Classification. Given a miRNA mature sequence and a target amino acid sequence, predict their likelihood of interaction. (1) The miRNA is hsa-miR-3121-5p with sequence UCCUUUGCCUAUUCUAUUUAAG. The protein sequence of the target gene is MNRFNGLCKVCSERRYRQITIRRGKDGFGFTICCDSPVRVQAVDSGGPAERAGLQQLDTVLQLNERPVEHWKCVELAHEIRSCPSEIILLVWRVVPQIKPGPDGGVLRRASCKSTHDLLSPPNKREKNCTHGAPVRPEQRHSCHLVCDSSDGLLLGGWERYTEVGKRSGQHTLPALSRTTTPTDPNYIILAPLNPGSQLLRPVYQEDTIPEEPGTTTKGKSYTGLGKKSRLMKTVQTMKGHSNYQDCSALRPHIPHSSYGTYVTLAPKVLVFPVFVQPLDLCNPARTLLLSEELLLYEGR.... Result: 0 (no interaction). (2) The miRNA is hsa-miR-1915-3p with sequence CCCCAGGGCGACGCGGCGGG. The protein sequence of the target gene is MAVRGANTLTSFSIQAILNKKEERGGLAAPEGRPAPGGTAASVAAAPAVCCWRLFGERDAGALGGAEDSLLASPAGTRTAAGRTAESPEGWDSDSALSEENESRRRCADARGASGAGLAGGSLSLGQPVCELAASKDLEEEAAGRSDSEMSASVSGDRSPRTEDDGVGPRGAHVSALCSGAGGGGGSGPAGVAEEEEEPAAPKPRKKRSRAAFSHAQVFELERRFNHQRYLSGPERADLAASLKLTETQVKIWFQNRRYKTKRRQMAADLLASAPAAKKVAVKVLVRDDQRQYLPGEVLR.... Result: 0 (no interaction). (3) The miRNA is hsa-miR-148a-5p with sequence AAAGUUCUGAGACACUCCGACU. The protein sequence of the target gene is MNGDTRAAVVTSPPPTTAPHKERYFDRVDENNPEYLRERNMAPDLRQDFNMMEQKKRVSMILQSPAFCEELESMIQEQFKKGKNPTGLLALQQIADFMTASVPNVYPAAPQGGMAALNMSLGMVTPVNDLRGSDSIAYDKGEKLLRCKLAAFYRLADLFGWSQLIYNHITTRVNSEQEHFLIVPFGLLYSEVTASSLVKVNLQGDIVDRGSTNLGVNQAGFTLHSAVYAARPDAKCIVHIHTPAGAAVSAMKCGLLPISPEALSLGDVAYHDYHGILVDEEEKILIQKNLGPKSKVLILR.... Result: 0 (no interaction).